Dataset: Full USPTO retrosynthesis dataset with 1.9M reactions from patents (1976-2016). Task: Predict the reactants needed to synthesize the given product. (1) Given the product [Br:15][C:12]1[C:11]2[CH:10]=[N:9][CH:8]=[CH:7][C:6]=2[C:5]([OH:14])=[C:4]([CH2:1][CH2:2][CH3:3])[CH:13]=1, predict the reactants needed to synthesize it. The reactants are: [CH2:1]([C:4]1[CH:13]=[CH:12][C:11]2[CH:10]=[N:9][CH:8]=[CH:7][C:6]=2[C:5]=1[OH:14])[CH2:2][CH3:3].[Br:15]Br. (2) The reactants are: [CH3:1][C:2]1[N:3]=[C:4]([NH:7][C:8]([C:10]2[CH:15]=[C:14](B3OC(C)(C)C(C)(C)O3)[CH:13]=[C:12]([CH3:25])[N:11]=2)=[O:9])[S:5][CH:6]=1.[Cl:26][C:27]1[CH:32]=[C:31](I)[C:30]([F:34])=[CH:29][N:28]=1. Given the product [CH3:1][C:2]1[N:3]=[C:4]([NH:7][C:8]([C:10]2[CH:15]=[C:14]([C:31]3[C:30]([F:34])=[CH:29][N:28]=[C:27]([Cl:26])[CH:32]=3)[CH:13]=[C:12]([CH3:25])[N:11]=2)=[O:9])[S:5][CH:6]=1, predict the reactants needed to synthesize it. (3) Given the product [ClH:14].[Cl:14][C:15]1[CH:16]=[C:17]2[C:22](=[CH:23][CH:24]=1)[CH:21]=[C:20]([S:25]([N:8]1[CH2:9][CH2:10][NH:11][CH2:12][CH2:13]1)(=[O:27])=[O:26])[CH:19]=[CH:18]2, predict the reactants needed to synthesize it. The reactants are: C(OC([N:8]1[CH2:13][CH2:12][NH:11][CH2:10][CH2:9]1)=O)(C)(C)C.[Cl:14][C:15]1[CH:16]=[C:17]2[C:22](=[CH:23][CH:24]=1)[CH:21]=[C:20]([S:25](Cl)(=[O:27])=[O:26])[CH:19]=[CH:18]2. (4) Given the product [Cl:1][C:2]1[CH:7]=[CH:6][C:5]2[S:8][CH:9]=[CH:10][C:4]=2[CH:3]=1, predict the reactants needed to synthesize it. The reactants are: [Cl:1][C:2]1[CH:7]=[CH:6][C:5]([S:8][CH2:9][CH:10](OC)OC)=[CH:4][CH:3]=1.